Dataset: Forward reaction prediction with 1.9M reactions from USPTO patents (1976-2016). Task: Predict the product of the given reaction. Given the reactants Cl.Cl.[N:3]1[C:11]2[CH:10]=[CH:9][N:8]=[CH:7][C:6]=2[O:5][C:4]=1[NH:12][CH:13]1[CH2:18][CH2:17][NH:16][CH2:15][CH2:14]1.[CH2:19]([O:21][C:22]1[CH:23]=[C:24]([CH:27]=[CH:28][C:29]=1[CH3:30])[CH:25]=O)[CH3:20].OC1C=C(C=CC=1C)C=O.C(I)C.C([O-])([O-])=O.[K+].[K+].C([BH3-])#N.[Na+].C(N(C(C)C)C(C)C)C, predict the reaction product. The product is: [CH2:19]([O:21][C:22]1[CH:23]=[C:24]([CH:27]=[CH:28][C:29]=1[CH3:30])[CH2:25][N:16]1[CH2:17][CH2:18][CH:13]([NH:12][C:4]2[O:5][C:6]3[CH:7]=[N:8][CH:9]=[CH:10][C:11]=3[N:3]=2)[CH2:14][CH2:15]1)[CH3:20].